Dataset: NCI-60 drug combinations with 297,098 pairs across 59 cell lines. Task: Regression. Given two drug SMILES strings and cell line genomic features, predict the synergy score measuring deviation from expected non-interaction effect. (1) Drug 1: C1CCC(CC1)NC(=O)N(CCCl)N=O. Drug 2: CC1=C(C=C(C=C1)NC(=O)C2=CC=C(C=C2)CN3CCN(CC3)C)NC4=NC=CC(=N4)C5=CN=CC=C5. Cell line: SF-539. Synergy scores: CSS=23.0, Synergy_ZIP=-2.96, Synergy_Bliss=-1.97, Synergy_Loewe=-1.96, Synergy_HSA=-0.767. (2) Drug 1: CC1=C(C(=CC=C1)Cl)NC(=O)C2=CN=C(S2)NC3=CC(=NC(=N3)C)N4CCN(CC4)CCO. Drug 2: C(CCl)NC(=O)N(CCCl)N=O. Cell line: A498. Synergy scores: CSS=10.7, Synergy_ZIP=-2.91, Synergy_Bliss=-1.42, Synergy_Loewe=-91.6, Synergy_HSA=-1.57. (3) Drug 1: CC1OCC2C(O1)C(C(C(O2)OC3C4COC(=O)C4C(C5=CC6=C(C=C35)OCO6)C7=CC(=C(C(=C7)OC)O)OC)O)O. Drug 2: C1=CC(=CC=C1CCCC(=O)O)N(CCCl)CCCl. Cell line: MALME-3M. Synergy scores: CSS=22.2, Synergy_ZIP=-6.61, Synergy_Bliss=2.06, Synergy_Loewe=-1.95, Synergy_HSA=5.09. (4) Drug 1: COC1=CC(=CC(=C1O)OC)C2C3C(COC3=O)C(C4=CC5=C(C=C24)OCO5)OC6C(C(C7C(O6)COC(O7)C8=CC=CS8)O)O. Drug 2: C1CC(=O)NC(=O)C1N2C(=O)C3=CC=CC=C3C2=O. Cell line: HCT-15. Synergy scores: CSS=45.2, Synergy_ZIP=0.640, Synergy_Bliss=2.63, Synergy_Loewe=-43.0, Synergy_HSA=2.27. (5) Drug 1: C1=CC(=CC=C1CC(C(=O)O)N)N(CCCl)CCCl.Cl. Drug 2: CC(C)NC(=O)C1=CC=C(C=C1)CNNC.Cl. Cell line: SR. Synergy scores: CSS=42.0, Synergy_ZIP=-1.11, Synergy_Bliss=-0.148, Synergy_Loewe=-15.1, Synergy_HSA=0.474. (6) Drug 1: CNC(=O)C1=CC=CC=C1SC2=CC3=C(C=C2)C(=NN3)C=CC4=CC=CC=N4. Drug 2: CC1=C(C(CCC1)(C)C)C=CC(=CC=CC(=CC(=O)O)C)C. Cell line: HS 578T. Synergy scores: CSS=17.2, Synergy_ZIP=-0.669, Synergy_Bliss=4.12, Synergy_Loewe=0.815, Synergy_HSA=2.90. (7) Drug 1: CC1C(C(CC(O1)OC2CC(OC(C2O)C)OC3=CC4=CC5=C(C(=O)C(C(C5)C(C(=O)C(C(C)O)O)OC)OC6CC(C(C(O6)C)O)OC7CC(C(C(O7)C)O)OC8CC(C(C(O8)C)O)(C)O)C(=C4C(=C3C)O)O)O)O. Drug 2: N.N.Cl[Pt+2]Cl. Cell line: OVCAR-5. Synergy scores: CSS=84.7, Synergy_ZIP=-0.627, Synergy_Bliss=-0.630, Synergy_Loewe=1.09, Synergy_HSA=3.62. (8) Drug 1: C1CC(=O)NC(=O)C1N2C(=O)C3=CC=CC=C3C2=O. Drug 2: B(C(CC(C)C)NC(=O)C(CC1=CC=CC=C1)NC(=O)C2=NC=CN=C2)(O)O. Cell line: HCT-15. Synergy scores: CSS=60.1, Synergy_ZIP=-3.30, Synergy_Bliss=-4.97, Synergy_Loewe=-35.2, Synergy_HSA=-1.49.